Task: Predict the reaction yield, written as a fraction of the theoretical maximum amount of product (1.0 means a 100% yield; for example, 0.34 means a 34% yield).. Dataset: Reaction yield outcomes from USPTO patents with 853,638 reactions (1) The product is [F:21][C:22]1[CH:23]=[C:24]([NH:29][CH:30]([C:32]2[CH:33]=[C:34]([C:49]([N:61]3[CH2:66][CH2:65][O:64][CH2:63][CH2:62]3)=[O:50])[CH:35]=[C:36]3[C:41]=2[O:40][C:39]([N:42]2[CH2:47][CH2:46][O:45][CH2:44][CH2:43]2)=[CH:38][C:37]3=[O:48])[CH3:31])[CH:25]=[C:26]([F:28])[CH:27]=1. The yield is 0.900. The catalyst is C(Cl)Cl. The reactants are [B-](F)(F)(F)F.CN(C(ON1C(=O)CCC1=O)=[N+](C)C)C.[F:21][C:22]1[CH:23]=[C:24]([NH:29][CH:30]([C:32]2[CH:33]=[C:34]([C:49](O)=[O:50])[CH:35]=[C:36]3[C:41]=2[O:40][C:39]([N:42]2[CH2:47][CH2:46][O:45][CH2:44][CH2:43]2)=[CH:38][C:37]3=[O:48])[CH3:31])[CH:25]=[C:26]([F:28])[CH:27]=1.CCN(C(C)C)C(C)C.[NH:61]1[CH2:66][CH2:65][O:64][CH2:63][CH2:62]1. (2) The reactants are [CH3:1][S:2]([CH:5]([C:10]1[CH:15]=[C:14]([N:16]2[CH2:21][CH2:20][O:19][CH2:18][CH2:17]2)[N:13]=[C:12]([S:22][CH3:23])[N:11]=1)C(OC)=O)(=[O:4])=[O:3].[OH-].[Na+]. The catalyst is CO.O. The product is [CH3:1][S:2]([CH2:5][C:10]1[N:11]=[C:12]([S:22][CH3:23])[N:13]=[C:14]([N:16]2[CH2:17][CH2:18][O:19][CH2:20][CH2:21]2)[CH:15]=1)(=[O:3])=[O:4]. The yield is 0.960.